From a dataset of Forward reaction prediction with 1.9M reactions from USPTO patents (1976-2016). Predict the product of the given reaction. (1) Given the reactants [Br:1][C:2]1[CH:3]=[C:4]([CH2:9][CH2:10][C:11]([C:13]2[S:14][C:15]([C:18]3[CH:23]=[CH:22][C:21]([C:24]([F:27])([F:26])[F:25])=[CH:20][CH:19]=3)=[CH:16][CH:17]=2)=[O:12])[CH:5]=[CH:6][C:7]=1[OH:8].Br[CH:29]([CH2:37][CH3:38])[C:30]([O:32][C:33]([CH3:36])([CH3:35])[CH3:34])=[O:31], predict the reaction product. The product is: [Br:1][C:2]1[CH:3]=[C:4]([CH2:9][CH2:10][C:11](=[O:12])[C:13]2[S:14][C:15]([C:18]3[CH:23]=[CH:22][C:21]([C:24]([F:27])([F:25])[F:26])=[CH:20][CH:19]=3)=[CH:16][CH:17]=2)[CH:5]=[CH:6][C:7]=1[O:8][CH:29]([CH2:37][CH3:38])[C:30]([O:32][C:33]([CH3:36])([CH3:35])[CH3:34])=[O:31]. (2) Given the reactants [N:1]1[CH:6]=[CH:5][CH:4]=[CH:3][C:2]=1[S:7][S:8][CH2:9][CH2:10][CH2:11][C:12]([OH:14])=[O:13].[S:15](Cl)(=[O:18])(=[O:17])[OH:16].C(N(C(C)C)C(C)C)C.C([O-])([O-])=O.[Na+].[Na+].OP(O)(O)=O, predict the reaction product. The product is: [N:1]1[CH:6]=[CH:5][CH:4]=[CH:3][C:2]=1[S:7][S:8][CH2:9][CH2:10][CH:11]([S:15]([OH:18])(=[O:17])=[O:16])[C:12]([OH:14])=[O:13].